Dataset: Reaction yield outcomes from USPTO patents with 853,638 reactions. Task: Predict the reaction yield, written as a fraction of the theoretical maximum amount of product (1.0 means a 100% yield; for example, 0.34 means a 34% yield). The reactants are CO[C:3]1[CH:11]=[C:10]2[C:6]([CH:7]=[N:8][NH:9]2)=[CH:5][CH:4]=1.[C:12](=[O:15])([O-])[O-].[K+].[K+].[CH3:18]I.N#N. The catalyst is CN(C=O)C. The product is [CH3:12][O:15][C:4]1[CH:5]=[C:6]2[C:10](=[CH:11][CH:3]=1)[N:9]([CH3:18])[N:8]=[CH:7]2. The yield is 0.470.